Task: Regression. Given two drug SMILES strings and cell line genomic features, predict the synergy score measuring deviation from expected non-interaction effect.. Dataset: NCI-60 drug combinations with 297,098 pairs across 59 cell lines Drug 1: C1CN(P(=O)(OC1)NCCCl)CCCl. Drug 2: CC1C(C(CC(O1)OC2CC(CC3=C2C(=C4C(=C3O)C(=O)C5=C(C4=O)C(=CC=C5)OC)O)(C(=O)CO)O)N)O.Cl. Cell line: A549. Synergy scores: CSS=36.1, Synergy_ZIP=0.0764, Synergy_Bliss=-2.45, Synergy_Loewe=-5.62, Synergy_HSA=0.0423.